Dataset: Full USPTO retrosynthesis dataset with 1.9M reactions from patents (1976-2016). Task: Predict the reactants needed to synthesize the given product. (1) Given the product [CH3:3][N:4]([CH3:12])/[CH:5]=[CH:15]/[C:2](=[O:1])[CH2:3][N:4]1[C:5](=[O:14])[C:6]2[C:11](=[CH:10][CH:9]=[CH:8][CH:7]=2)[C:12]1=[O:13], predict the reactants needed to synthesize it. The reactants are: [O:1]=[C:2]([CH3:15])[CH2:3][N:4]1[C:12](=[O:13])[C:11]2[C:6](=[CH:7][CH:8]=[CH:9][CH:10]=2)[C:5]1=[O:14]. (2) Given the product [CH2:35]([O:34][C:32](=[O:33])[C:31]([OH:37])=[CH:29][C:28]([C:14]1[CH:15]=[C:16]([Cl:27])[C:17]([O:19][CH2:20][C:21]2[CH:26]=[CH:25][CH:24]=[CH:23][CH:22]=2)=[CH:18][C:13]=1[O:12][CH2:5][C:6]1[CH:11]=[CH:10][CH:9]=[CH:8][CH:7]=1)=[O:30])[CH3:36], predict the reactants needed to synthesize it. The reactants are: [Na].C(O)C.[CH2:5]([O:12][C:13]1[CH:18]=[C:17]([O:19][CH2:20][C:21]2[CH:26]=[CH:25][CH:24]=[CH:23][CH:22]=2)[C:16]([Cl:27])=[CH:15][C:14]=1[C:28](=[O:30])[CH3:29])[C:6]1[CH:11]=[CH:10][CH:9]=[CH:8][CH:7]=1.[C:31](OCC)(=[O:37])[C:32]([O:34][CH2:35][CH3:36])=[O:33]. (3) Given the product [CH:1]1([C@@H:4]([C:11]2[CH:16]=[CH:15][CH:14]=[C:13]([O:17][CH2:18][C:19]3[CH:24]=[N:23][C:22]([C:25]4[CH:30]=[C:29]([O:31][CH3:32])[CH:28]=[CH:27][C:26]=4[F:33])=[C:21]([N:34]([CH3:35])[CH3:36])[N:20]=3)[CH:12]=2)[CH2:5][C:6]([OH:8])=[O:7])[CH2:2][CH2:3]1, predict the reactants needed to synthesize it. The reactants are: [CH:1]1([C@@H:4]([C:11]2[CH:16]=[CH:15][CH:14]=[C:13]([O:17][CH2:18][C:19]3[CH:24]=[N:23][C:22]([C:25]4[CH:30]=[C:29]([O:31][CH3:32])[CH:28]=[CH:27][C:26]=4[F:33])=[C:21]([N:34]([CH3:36])[CH3:35])[N:20]=3)[CH:12]=2)[CH2:5][C:6]([O:8]CC)=[O:7])[CH2:3][CH2:2]1.C1([C@@H](C2C=CC=C(OCC3C=NC(C4C=C(OC)C=CC=4F)=C(N(C)C(C)C)N=3)C=2)CC(OCC)=O)CC1.[OH-].[Na+]. (4) Given the product [C:40]([NH:44][C:45]([N:27]1[CH2:28][CH2:29][C@@H:24]([NH:23][S:20]([C:17]2[CH:18]=[CH:19][C:14]([O:13][CH2:12][C:10]3[C:9]4[C:4](=[CH:5][CH:6]=[CH:7][CH:8]=4)[N:3]=[C:2]([CH3:1])[CH:11]=3)=[CH:15][CH:16]=2)(=[O:21])=[O:22])[C@@H:25]([C:30]([OH:32])=[O:31])[CH2:26]1)=[O:46])([CH3:43])([CH3:42])[CH3:41], predict the reactants needed to synthesize it. The reactants are: [CH3:1][C:2]1[CH:11]=[C:10]([CH2:12][O:13][C:14]2[CH:19]=[CH:18][C:17]([S:20]([NH:23][CH:24]3[CH2:29][CH2:28][NH:27][CH2:26][CH:25]3[C:30]([OH:32])=[O:31])(=[O:22])=[O:21])=[CH:16][CH:15]=2)[C:9]2[C:4](=[CH:5][CH:6]=[CH:7][CH:8]=2)[N:3]=1.C(N(CC)CC)C.[C:40]([N:44]=[C:45]=[O:46])([CH3:43])([CH3:42])[CH3:41]. (5) Given the product [C:12]([O:11][C:9]([N:18]1[CH2:24][CH2:23][CH2:22][C:21](=[O:25])[C:20]2[CH:26]=[C:27]([CH2:34][CH3:35])[C:28]([C:30]([F:31])([F:32])[F:33])=[CH:29][C:19]1=2)=[O:10])([CH3:13])([CH3:14])[CH3:15], predict the reactants needed to synthesize it. The reactants are: [C:9](O[C:9]([O:11][C:12]([CH3:15])([CH3:14])[CH3:13])=[O:10])([O:11][C:12]([CH3:15])([CH3:14])[CH3:13])=[O:10].C([N:18]1[CH2:24][CH2:23][CH2:22][C:21](=[O:25])[C:20]2[CH:26]=[CH:27][C:28]([C:30]([F:33])([F:32])[F:31])=[CH:29][C:19]1=2)C.[CH:34](N(C(C)C)CC)(C)[CH3:35].CN(C1C=CC=CN=1)C. (6) Given the product [F:39][C:35]1[CH:36]=[CH:37][CH:38]=[C:6]([NH:5][C:3](=[O:4])[C@@H:2]([NH:1][C:65]([O:64][CH3:63])=[O:66])[C@@H:40]([C:47]2[CH:52]=[CH:51][C:50]([F:53])=[CH:49][CH:48]=2)[CH:41]2[CH2:46][CH2:45][O:44][CH2:43][CH2:42]2)[C:7]=1[CH2:8][CH2:9][C@@H:10]1[N:18]([S:19]([C:22]2[CH:23]=[CH:24][CH:25]=[CH:26][CH:27]=2)(=[O:21])=[O:20])[CH2:17][C:14]2([CH2:15][CH2:16]2)[CH2:13][N:12]([C:28]([O:30][C:31]([CH3:34])([CH3:32])[CH3:33])=[O:29])[CH2:11]1, predict the reactants needed to synthesize it. The reactants are: [NH2:1][C@@H:2]([C@@H:40]([C:47]1[CH:52]=[CH:51][C:50]([F:53])=[CH:49][CH:48]=1)[CH:41]1[CH2:46][CH2:45][O:44][CH2:43][CH2:42]1)[C:3]([NH:5][C:6]1[CH:38]=[CH:37][CH:36]=[C:35]([F:39])[C:7]=1[CH2:8][CH2:9][C@@H:10]1[N:18]([S:19]([C:22]2[CH:27]=[CH:26][CH:25]=[CH:24][CH:23]=2)(=[O:21])=[O:20])[CH2:17][C:14]2([CH2:16][CH2:15]2)[CH2:13][N:12]([C:28]([O:30][C:31]([CH3:34])([CH3:33])[CH3:32])=[O:29])[CH2:11]1)=[O:4].C(N(C(C)C)CC)(C)C.[CH3:63][O:64][C:65](Cl)=[O:66]. (7) Given the product [CH3:4][C:2]([O:5][C:6](=[O:27])[C@H:7]([CH2:17][C:18]1[C:26]2[C:21](=[CH:22][CH:23]=[CH:24][CH:25]=2)[NH:20][CH:19]=1)[N:8]([CH2:9][C:10]([O:12][C:13]([CH3:14])([CH3:15])[CH3:16])=[O:11])[CH2:53][CH2:54][OH:45])([CH3:1])[CH3:3], predict the reactants needed to synthesize it. The reactants are: [CH3:1][C:2]([O:5][C:6](=[O:27])[C@H:7]([CH2:17][C:18]1[C:26]2[C:21](=[CH:22][CH:23]=[CH:24][CH:25]=2)[NH:20][CH:19]=1)[NH:8][CH2:9][C:10]([O:12][C:13]([CH3:16])([CH3:15])[CH3:14])=[O:11])([CH3:4])[CH3:3].[O-]S(C(F)(F)F)(=O)=O.[Yb+3].[O-]S(C(F)(F)F)(=O)=O.[O-:45]S(C(F)(F)F)(=O)=O.[CH3:53][C:54]#N. (8) Given the product [N+:8]([C:6]1[CH:5]=[N:4][CH:3]=[C:2]([C:12]#[C:11][Si:13]([CH3:16])([CH3:15])[CH3:14])[CH:7]=1)([O-:10])=[O:9], predict the reactants needed to synthesize it. The reactants are: Br[C:2]1[CH:3]=[N:4][CH:5]=[C:6]([N+:8]([O-:10])=[O:9])[CH:7]=1.[C:11]([Si:13]([CH3:16])([CH3:15])[CH3:14])#[CH:12].